This data is from Full USPTO retrosynthesis dataset with 1.9M reactions from patents (1976-2016). The task is: Predict the reactants needed to synthesize the given product. (1) Given the product [O:11]1[C:15]2[C:16]([C:2]3[N:7]=[C:6]([NH2:8])[N:5]=[C:4]([NH:9][CH3:10])[CH:3]=3)=[CH:17][CH:18]=[CH:19][C:14]=2[CH2:13][CH2:12]1, predict the reactants needed to synthesize it. The reactants are: Cl[C:2]1[N:7]=[C:6]([NH2:8])[N:5]=[C:4]([NH:9][CH3:10])[CH:3]=1.[O:11]1[C:15]2[C:16](B(O)O)=[CH:17][CH:18]=[CH:19][C:14]=2[CH2:13][CH2:12]1.C(=O)([O-])[O-].[K+].[K+]. (2) The reactants are: [F:1][C:2]1[CH:7]=[C:6]([F:8])[CH:5]=[CH:4][C:3]=1B(O)O.Br[C:13]1[CH:18]=[CH:17][CH:16]=[CH:15][CH:14]=1.C(=O)([O-])[O-].[Na+].[Na+]. Given the product [F:1][C:2]1[CH:7]=[C:6]([F:8])[CH:5]=[CH:4][C:3]=1[C:13]1[CH:18]=[CH:17][CH:16]=[CH:15][CH:14]=1, predict the reactants needed to synthesize it. (3) Given the product [C:25]([C:29]1[CH:34]=[CH:33][C:32]([C:7]2[C:16]3[C:15]([CH3:17])([CH3:18])[CH2:14][CH2:13][C:12]([CH3:20])([CH3:19])[C:11]=3[CH:10]=[C:9]([CH:21]=[O:22])[CH:8]=2)=[CH:31][CH:30]=1)([CH3:28])([CH3:27])[CH3:26], predict the reactants needed to synthesize it. The reactants are: FC(F)(F)S(O[C:7]1[C:16]2[C:15]([CH3:18])([CH3:17])[CH2:14][CH2:13][C:12]([CH3:20])([CH3:19])[C:11]=2[CH:10]=[C:9]([CH:21]=[O:22])[CH:8]=1)(=O)=O.[C:25]([C:29]1[CH:34]=[CH:33][C:32](B(O)O)=[CH:31][CH:30]=1)([CH3:28])([CH3:27])[CH3:26].[Cl-].[Li+].C(=O)([O-])[O-].[K+].[K+]. (4) Given the product [NH2:1][C:2]1[C:6]2[C:7](=[O:19])[N:8]([C:12]3[CH:17]=[CH:16][CH:15]=[CH:14][C:13]=3[Cl:18])[CH:9]=[C:10]([C:44]3[N:45]=[CH:46][S:47][CH:48]=3)[C:5]=2[NH:4][N:3]=1, predict the reactants needed to synthesize it. The reactants are: [NH2:1][C:2]1[C:6]2[C:7](=[O:19])[N:8]([C:12]3[CH:17]=[CH:16][CH:15]=[CH:14][C:13]=3[Cl:18])[CH:9]=[C:10](Br)[C:5]=2[NH:4][N:3]=1.CC1(C)C(C)(C)OB(B2OC(C)(C)C(C)(C)O2)O1.C([O-])(=O)C.[K+].Br[C:44]1[N:45]=[CH:46][S:47][CH:48]=1.C(=O)([O-])[O-].[Na+].[Na+]. (5) Given the product [Cl:6][C:7]1[CH:8]=[C:9]([CH:12]=[C:13]([CH3:16])[C:14]=1[OH:15])[C:10]([OH:18])=[O:11], predict the reactants needed to synthesize it. The reactants are: S(=O)(=O)(O)N.[Cl:6][C:7]1[CH:8]=[C:9]([CH:12]=[C:13]([CH3:16])[C:14]=1[OH:15])[CH:10]=[O:11].Cl([O-])=[O:18].[Na+].